From a dataset of Forward reaction prediction with 1.9M reactions from USPTO patents (1976-2016). Predict the product of the given reaction. Given the reactants Br[C:2]1[CH:7]=[CH:6][C:5]([CH:8]2[CH2:11][N:10]([C:12]([O:14][C:15]([CH3:18])([CH3:17])[CH3:16])=[O:13])[CH2:9]2)=[CH:4][CH:3]=1.[B:19]1([B:19]2[O:23][C:22]([CH3:25])([CH3:24])[C:21]([CH3:27])([CH3:26])[O:20]2)[O:23][C:22]([CH3:25])([CH3:24])[C:21]([CH3:27])([CH3:26])[O:20]1.CC([O-])=O.[K+], predict the reaction product. The product is: [CH3:26][C:21]1([CH3:27])[C:22]([CH3:25])([CH3:24])[O:23][B:19]([C:2]2[CH:7]=[CH:6][C:5]([CH:8]3[CH2:11][N:10]([C:12]([O:14][C:15]([CH3:18])([CH3:17])[CH3:16])=[O:13])[CH2:9]3)=[CH:4][CH:3]=2)[O:20]1.